This data is from Full USPTO retrosynthesis dataset with 1.9M reactions from patents (1976-2016). The task is: Predict the reactants needed to synthesize the given product. (1) Given the product [CH:15]([C:18]1[S:22][C:21]([NH:23][S:2]([C:5]2[CH:10]=[CH:9][C:8]([O:11][C:12](=[O:14])[CH3:13])=[CH:7][CH:6]=2)(=[O:4])=[O:3])=[N:20][N:19]=1)([CH3:17])[CH3:16], predict the reactants needed to synthesize it. The reactants are: Cl[S:2]([C:5]1[CH:10]=[CH:9][C:8]([O:11][C:12](=[O:14])[CH3:13])=[CH:7][CH:6]=1)(=[O:4])=[O:3].[CH:15]([C:18]1[S:22][C:21]([NH2:23])=[N:20][N:19]=1)([CH3:17])[CH3:16]. (2) Given the product [CH3:24][O:23][C:15]1[CH:16]=[C:17]([N+:20]([O-:22])=[O:21])[CH:18]=[CH:19][C:14]=1[O:4][CH2:3][C:2]([N:6]1[CH2:10][CH2:9][CH2:8][CH2:7]1)([CH3:5])[CH3:1], predict the reactants needed to synthesize it. The reactants are: [CH3:1][C:2]([N:6]1[CH2:10][CH2:9][CH2:8][CH2:7]1)([CH3:5])[CH2:3][OH:4].[H-].[Na+].Cl[C:14]1[CH:19]=[CH:18][C:17]([N+:20]([O-:22])=[O:21])=[CH:16][C:15]=1[O:23][CH3:24]. (3) Given the product [NH2:1][C:2]1[C:11]2[CH:10]=[CH:9][C:8]([F:12])=[C:7]([C:26]3[CH:27]=[N:28][C:23]([CH3:22])=[CH:24][CH:25]=3)[C:6]=2[N:5]=[C:4]2[CH2:14][N:15]([CH:18]3[CH2:21][CH2:20][CH2:19]3)[C:16](=[O:17])[C:3]=12, predict the reactants needed to synthesize it. The reactants are: [NH2:1][C:2]1[C:11]2[CH:10]=[CH:9][C:8]([F:12])=[C:7](Br)[C:6]=2[N:5]=[C:4]2[CH2:14][N:15]([CH:18]3[CH2:21][CH2:20][CH2:19]3)[C:16](=[O:17])[C:3]=12.[CH3:22][C:23]1[N:28]=[CH:27][C:26](B(O)O)=[CH:25][CH:24]=1. (4) Given the product [Br:1][C:2]1[CH:7]=[CH:6][C:5]([N:8]2[C:9]3[C:17](=[C:16]4[N:12]([C:11](=[O:21])[CH:10]=3)[CH2:13][CH2:14][CH2:15]4)[NH:48][C:50]2=[O:51])=[C:4]([F:22])[CH:3]=1, predict the reactants needed to synthesize it. The reactants are: [Br:1][C:2]1[CH:7]=[CH:6][C:5]([NH:8][C:9]2[C:17](C(O)=O)=[C:16]3[N:12]([CH2:13][CH2:14][CH2:15]3)[C:11](=[O:21])[CH:10]=2)=[C:4]([F:22])[CH:3]=1.C1C=CC(P(N=[N+]=[N-])(C2C=CC=CC=2)=O)=CC=1.C1(C)C=CC=CC=1.C[N:48]([CH:50]=[O:51])C. (5) The reactants are: [CH3:1][C:2]([C:6]1[CH:11]=[C:10](B2OC(C)(C)C(C)(C)O2)[CH:9]=[CH:8][N:7]=1)([CH3:5])[C:3]#[N:4].[NH2:21][C:22]1[C:23]([C:29]2[O:33][C:32]([C:34]3[CH:39]=[CH:38][C:37]([CH2:40][N:41]([CH3:49])[C:42](=[O:48])[O:43][C:44]([CH3:47])([CH3:46])[CH3:45])=[CH:36][CH:35]=3)=[N:31][N:30]=2)=[N:24][C:25](Br)=[CH:26][N:27]=1.C(=O)([O-])[O-].[Na+].[Na+]. Given the product [NH2:21][C:22]1[C:23]([C:29]2[O:33][C:32]([C:34]3[CH:35]=[CH:36][C:37]([CH2:40][N:41]([CH3:49])[C:42](=[O:48])[O:43][C:44]([CH3:45])([CH3:46])[CH3:47])=[CH:38][CH:39]=3)=[N:31][N:30]=2)=[N:24][C:25]([C:10]2[CH:9]=[CH:8][N:7]=[C:6]([C:2]([C:3]#[N:4])([CH3:1])[CH3:5])[CH:11]=2)=[CH:26][N:27]=1, predict the reactants needed to synthesize it. (6) Given the product [CH2:1]([C:3]1[CH:18]=[C:17]([CH:16]=[CH:15][C:4]=1[O:5][CH2:6][CH2:7][O:8][CH:9]1[CH2:14][CH2:13][CH2:12][CH2:11][O:10]1)[NH2:19])[CH3:2], predict the reactants needed to synthesize it. The reactants are: [CH2:1]([C:3]1[CH:18]=[C:17]([N+:19]([O-])=O)[CH:16]=[CH:15][C:4]=1[O:5][CH2:6][CH2:7][O:8][CH:9]1[CH2:14][CH2:13][CH2:12][CH2:11][O:10]1)[CH3:2].[H][H]. (7) Given the product [CH3:17][C:11]1([CH3:16])[O:10][B:9]([C:20]2[CH:21]=[CH:22][C:23]([N:26]3[CH2:31][CH2:30][CH:29]([C:32]([O:34][CH2:35][CH3:36])=[O:33])[CH2:28][CH2:27]3)=[CH:24][CH:25]=2)[O:13][C:12]1([CH3:14])[CH3:15], predict the reactants needed to synthesize it. The reactants are: [CH3:16][C:11]1([CH3:17])[C:12]([CH3:15])([CH3:14])[O:13][B:9]([B:9]2[O:13][C:12]([CH3:15])([CH3:14])[C:11]([CH3:17])([CH3:16])[O:10]2)[O:10]1.N[C:20]1[CH:25]=[CH:24][C:23]([N:26]2[CH2:31][CH2:30][CH:29]([C:32]([O:34][CH2:35][CH3:36])=[O:33])[CH2:28][CH2:27]2)=[CH:22][CH:21]=1.CCOC(C)=O. (8) The reactants are: [H-].[Na+].Cl[C:4]1[N:5]=[CH:6][C:7]2[NH:12][CH:11]=[CH:10][C:8]=2[N:9]=1.C[Si](CCOCCl)(C)C. Given the product [N:9]1[C:8]2[CH:10]=[CH:11][NH:12][C:7]=2[CH:6]=[N:5][CH:4]=1, predict the reactants needed to synthesize it.